Dataset: Full USPTO retrosynthesis dataset with 1.9M reactions from patents (1976-2016). Task: Predict the reactants needed to synthesize the given product. (1) Given the product [CH:1]1([C:6]([N:8]2[CH2:13][CH:12]([C:14]3[CH:15]=[CH:16][C:17]([CH2:20][CH3:21])=[CH:18][CH:19]=3)[CH2:11][CH:10]([C:22]3[O:24][N:35]=[C:27]([CH2:28][N:29]4[CH2:34][CH2:33][O:32][CH2:31][CH2:30]4)[N:26]=3)[CH2:9]2)=[O:7])[CH2:2][CH2:3][CH2:4][CH2:5]1, predict the reactants needed to synthesize it. The reactants are: [CH:1]1([C:6]([N:8]2[CH2:13][CH:12]([C:14]3[CH:19]=[CH:18][C:17]([CH2:20][CH3:21])=[CH:16][CH:15]=3)[CH2:11][CH:10]([C:22]([OH:24])=O)[CH2:9]2)=[O:7])[CH2:5][CH2:4][CH2:3][CH2:2]1.O[N:26]=[C:27]([NH2:35])[CH2:28][N:29]1[CH2:34][CH2:33][O:32][CH2:31][CH2:30]1. (2) Given the product [O:32]1[C:36]2[CH:37]=[CH:38][CH:39]=[CH:40][C:35]=2[CH:34]=[C:33]1[CH2:41][NH:2][CH2:3][C:4]1[CH:5]=[C:6]2[C:10](=[CH:11][CH:12]=1)[C:9](=[O:13])[N:8]([CH:14]1[CH2:19][CH2:18][C:17](=[O:20])[NH:16][C:15]1=[O:21])[C:7]2=[O:22], predict the reactants needed to synthesize it. The reactants are: Cl.[NH2:2][CH2:3][C:4]1[CH:5]=[C:6]2[C:10](=[CH:11][CH:12]=1)[C:9](=[O:13])[N:8]([CH:14]1[CH2:19][CH2:18][C:17](=[O:20])[NH:16][C:15]1=[O:21])[C:7]2=[O:22].C(N(C(C)C)CC)(C)C.[O:32]1[C:36]2[CH:37]=[CH:38][CH:39]=[CH:40][C:35]=2[CH:34]=[C:33]1[CH:41]=O.C(O)(=O)C.C(O[BH-](OC(=O)C)OC(=O)C)(=O)C.[Na+].